From a dataset of Catalyst prediction with 721,799 reactions and 888 catalyst types from USPTO. Predict which catalyst facilitates the given reaction. (1) Reactant: [CH3:1][C:2]([CH3:20])([CH2:18][CH3:19])[CH2:3][CH2:4][C@H:5]([NH:9][C:10]([N:12]1[CH2:17][CH2:16][O:15][CH2:14][CH2:13]1)=[O:11])[C:6]([OH:8])=O.C1C=CC2N(O)N=NC=2C=1.C(Cl)CCl.[NH2:35][C:36]1([C:47]#[N:48])[CH2:41][CH2:40][N:39]([CH2:42][CH2:43][CH2:44][O:45][CH3:46])[CH2:38][CH2:37]1. Product: [C:47]([C:36]1([NH:35][C:6]([C@@H:5]([NH:9][C:10]([N:12]2[CH2:17][CH2:16][O:15][CH2:14][CH2:13]2)=[O:11])[CH2:4][CH2:3][C:2]([CH3:1])([CH3:20])[CH2:18][CH3:19])=[O:8])[CH2:41][CH2:40][N:39]([CH2:42][CH2:43][CH2:44][O:45][CH3:46])[CH2:38][CH2:37]1)#[N:48]. The catalyst class is: 4. (2) Reactant: [F:1][C:2]1([F:22])[CH2:7][CH2:6][CH:5]([CH2:8][NH:9][C:10]([C:12]2[C:20]3[C:15](=[CH:16][CH:17]=[CH:18][C:19]=3[Cl:21])[NH:14][CH:13]=2)=[O:11])[CH2:4][CH2:3]1.C(OC([N:30]1[CH2:35][CH2:34][CH:33]([CH2:36]O)[CH2:32][CH2:31]1)=O)(C)(C)C.C(P(=CC#N)(CCCC)CCCC)CCC. Product: [Cl:21][C:19]1[CH:18]=[CH:17][CH:16]=[C:15]2[C:20]=1[C:12]([C:10]([NH:9][CH2:8][CH:5]1[CH2:6][CH2:7][C:2]([F:1])([F:22])[CH2:3][CH2:4]1)=[O:11])=[CH:13][N:14]2[CH2:36][CH:33]1[CH2:34][CH2:35][NH:30][CH2:31][CH2:32]1. The catalyst class is: 11. (3) Product: [I:1][C:2]1[CH:6]=[CH:5][N:4]([C:7]([CH3:16])([CH3:15])[C:8]([OH:10])=[O:9])[N:3]=1. Reactant: [I:1][C:2]1[CH:6]=[CH:5][N:4]([C:7]([CH3:16])([CH3:15])[C:8]([O:10]C(C)(C)C)=[O:9])[N:3]=1. The catalyst class is: 157. (4) Reactant: C([O:8][CH2:9][CH2:10][O:11][CH2:12][CH2:13][O:14][CH2:15][CH2:16][S:17]([C:20]1[CH:25]=[CH:24][C:23]([N+:26]([O-])=O)=[CH:22][C:21]=1[O:29][CH3:30])(=[O:19])=[O:18])C1C=CC=CC=1. Product: [NH2:26][C:23]1[CH:24]=[CH:25][C:20]([S:17]([CH2:16][CH2:15][O:14][CH2:13][CH2:12][O:11][CH2:10][CH2:9][OH:8])(=[O:18])=[O:19])=[C:21]([O:29][CH3:30])[CH:22]=1. The catalyst class is: 29. (5) The catalyst class is: 3. Product: [ClH:3].[Cl:35][C:12]1[C:11]2[N:10]([CH2:13][CH2:14][O:15][C:16]3[CH:21]=[CH:20][CH:19]=[CH:18][CH:17]=3)[C:9]3[CH2:22][CH2:23][NH:24][CH2:25][CH2:26][C:8]=3[C:7]=2[C:6]([Cl:34])=[CH:5][CH:4]=1. Reactant: [H-].[Na+].[Cl:3][C:4]1[CH:5]=[C:6]([Cl:34])[C:7]2[C:8]3[CH2:26][CH2:25][N:24](C(OC(C)(C)C)=O)[CH2:23][CH2:22][C:9]=3[N:10]([CH2:13][CH2:14][O:15][C:16]3[CH:21]=[CH:20][CH:19]=[CH:18][CH:17]=3)[C:11]=2[CH:12]=1.[Cl:35]C1C=C(Cl)C2C3CCN(C(OC(C)(C)C)=O)CCC=3NC=2C=1.BrCCOC1C=CC=CC=1.